The task is: Predict the reaction yield, written as a fraction of the theoretical maximum amount of product (1.0 means a 100% yield; for example, 0.34 means a 34% yield).. This data is from Reaction yield outcomes from USPTO patents with 853,638 reactions. The reactants are [Cl:1][C:2]1[CH:3]=[C:4]([NH:16][C:17]2[C:26]3[C:21](=[CH:22][CH:23]=[C:24]([NH:27][C:28](=[O:38])[CH2:29]P(OCC)(OCC)=O)[CH:25]=3)[N:20]=[CH:19][N:18]=2)[CH:5]=[CH:6][C:7]=1[O:8][CH2:9][C:10]1[CH:15]=[CH:14][CH:13]=[CH:12][N:11]=1.C[Si]([N-][Si](C)(C)C)(C)C.[Li+].C1(C)C=CC=CC=1.[CH3:56][N:57]1[CH2:61][CH2:60][CH2:59][C@H:58]1[CH:62]=O. The catalyst is O1CCCC1. The product is [Cl:1][C:2]1[CH:3]=[C:4]([NH:16][C:17]2[C:26]3[C:21](=[CH:22][CH:23]=[C:24]([NH:27][C:28](=[O:38])/[CH:29]=[CH:62]/[C@@H:58]4[CH2:59][CH2:60][CH2:61][N:57]4[CH3:56])[CH:25]=3)[N:20]=[CH:19][N:18]=2)[CH:5]=[CH:6][C:7]=1[O:8][CH2:9][C:10]1[CH:15]=[CH:14][CH:13]=[CH:12][N:11]=1. The yield is 0.330.